Dataset: Reaction yield outcomes from USPTO patents with 853,638 reactions. Task: Predict the reaction yield, written as a fraction of the theoretical maximum amount of product (1.0 means a 100% yield; for example, 0.34 means a 34% yield). (1) The reactants are [Br:1][C:2]1[CH:7]=[C:6]([F:8])[C:5]([NH2:9])=[C:4]([F:10])[CH:3]=1.[C:11]([N:14]=[C:15]=[S:16])(=[O:13])[CH3:12].O. The catalyst is CC(C)=O. The product is [C:11]([NH:14][C:15]([NH:9][C:5]1[C:6]([F:8])=[CH:7][C:2]([Br:1])=[CH:3][C:4]=1[F:10])=[S:16])(=[O:13])[CH3:12]. The yield is 0.850. (2) The reactants are C([N:8]1[CH2:13][CH2:12][N:11]([CH3:14])[CH2:10][CH:9]1[C:15]([O:17][CH2:18][CH3:19])=[O:16])C1C=CC=CC=1. The catalyst is [Pd]. The product is [CH3:14][N:11]1[CH2:12][CH2:13][NH:8][CH:9]([C:15]([O:17][CH2:18][CH3:19])=[O:16])[CH2:10]1. The yield is 0.820. (3) The reactants are Br[C:2]1[CH:3]=[C:4]([O:28][C:29]2[CH:34]=[CH:33][CH:32]=[CH:31][CH:30]=2)[C:5]([NH:8][C:9]2[S:10][CH:11]=[C:12]([CH2:14][CH:15]3[CH2:20][CH2:19][N:18]([C:21]([O:23][C:24]([CH3:27])([CH3:26])[CH3:25])=[O:22])[CH2:17][CH2:16]3)[N:13]=2)=[N:6][CH:7]=1.C(N(C(C)C)C(C)C)C.C1(P(C2C=CC=CC=2)C2C3OC4C(=CC=CC=4P(C4C=CC=CC=4)C4C=CC=CC=4)C(C)(C)C=3C=CC=2)C=CC=CC=1.[SH:86][CH2:87][CH2:88][C:89]([O:91][CH3:92])=[O:90]. The catalyst is C1C=CC(/C=C/C(/C=C/C2C=CC=CC=2)=O)=CC=1.C1C=CC(/C=C/C(/C=C/C2C=CC=CC=2)=O)=CC=1.C1C=CC(/C=C/C(/C=C/C2C=CC=CC=2)=O)=CC=1.[Pd].[Pd].C(OCC)(=O)C.O1CCOCC1. The product is [CH3:92][O:91][C:89](=[O:90])[CH2:88][CH2:87][S:86][C:2]1[CH:3]=[C:4]([O:28][C:29]2[CH:34]=[CH:33][CH:32]=[CH:31][CH:30]=2)[C:5]([NH:8][C:9]2[S:10][CH:11]=[C:12]([CH2:14][CH:15]3[CH2:20][CH2:19][N:18]([C:21]([O:23][C:24]([CH3:27])([CH3:26])[CH3:25])=[O:22])[CH2:17][CH2:16]3)[N:13]=2)=[N:6][CH:7]=1. The yield is 0.945. (4) The reactants are [Cl:1][C:2]1[CH:3]=[C:4]([C:10]([C:13]2[CH:18]=[CH:17][C:16]([F:19])=[CH:15][CH:14]=2)=[N:11]O)[CH:5]=[N:6][C:7]=1[O:8][CH3:9].C([O-])(=O)C.[NH4+].C([O-])(O)=O.[Na+]. The catalyst is C(O)C.O.N.[Zn]. The product is [Cl:1][C:2]1[CH:3]=[C:4]([CH:10]([NH2:11])[C:13]2[CH:18]=[CH:17][C:16]([F:19])=[CH:15][CH:14]=2)[CH:5]=[N:6][C:7]=1[O:8][CH3:9]. The yield is 0.810. (5) The reactants are [Cl:1][C:2]1[CH:3]=[C:4]([NH:9][C:10]2[C:19]3[C:14](=[CH:15][C:16]([O:22][CH2:23][C:24](=[S:26])[NH2:25])=[C:17]([O:20][CH3:21])[CH:18]=3)[N:13]=[CH:12][N:11]=2)[CH:5]=[CH:6][C:7]=1[Cl:8].Br[CH:28]1[C:33](=O)[CH2:32][CH2:31][N:30](C(OC(C)(C)C)=O)[CH2:29]1. The yield is 0.690. The product is [Cl:1][C:2]1[CH:3]=[C:4]([NH:9][C:10]2[C:19]3[C:14](=[CH:15][C:16]([O:22][CH2:23][C:24]4[S:26][C:28]5[CH2:29][NH:30][CH2:31][CH2:32][C:33]=5[N:25]=4)=[C:17]([O:20][CH3:21])[CH:18]=3)[N:13]=[CH:12][N:11]=2)[CH:5]=[CH:6][C:7]=1[Cl:8]. The catalyst is CN(C=O)C. (6) The reactants are [NH:1]([C:7]([O:9][C:10]([CH3:13])([CH3:12])[CH3:11])=[O:8])[C@@H:2]([C:4]([OH:6])=[O:5])[CH3:3].[CH3:14][Si:15]([CH3:20])([CH3:19])[CH2:16][CH2:17]O.C1(N=C=NC2CCCCC2)CCCCC1. The catalyst is CN(C)C1C=CN=CC=1.ClCCl. The product is [NH:1]([C:7]([O:9][C:10]([CH3:12])([CH3:11])[CH3:13])=[O:8])[C@@H:2]([C:4]([O:6][CH2:17][CH2:16][Si:15]([CH3:20])([CH3:19])[CH3:14])=[O:5])[CH3:3]. The yield is 0.860. (7) The catalyst is COCCOC.C1(P(C2C=CC=CC=2)[C-]2C=CC=C2)C=CC=CC=1.[C-]1(P(C2C=CC=CC=2)C2C=CC=CC=2)C=CC=C1.[Fe+2]. The yield is 0.800. The product is [Cl:19][C:20]1[CH:25]=[CH:24][C:23]([C:2]2[C:10]3[C:5](=[CH:6][CH:7]=[C:8]([C:11]#[N:12])[CH:9]=3)[N:4]([CH:13]3[CH2:18][CH2:17][CH2:16][CH2:15][O:14]3)[N:3]=2)=[CH:22][CH:21]=1. The reactants are Br[C:2]1[C:10]2[C:5](=[CH:6][CH:7]=[C:8]([C:11]#[N:12])[CH:9]=2)[N:4]([CH:13]2[CH2:18][CH2:17][CH2:16][CH2:15][O:14]2)[N:3]=1.[Cl:19][C:20]1[CH:25]=[CH:24][C:23](B(O)O)=[CH:22][CH:21]=1.ClCCl.P([O-])([O-])([O-])=O.[K+].[K+].[K+].